This data is from Forward reaction prediction with 1.9M reactions from USPTO patents (1976-2016). The task is: Predict the product of the given reaction. (1) Given the reactants [F:1][C:2]1[CH:19]=[CH:18][C:5]([CH2:6][C:7]2[C:16]3[C:11](=[CH:12][CH:13]=[CH:14][CH:15]=3)[C:10](=[O:17])[NH:9][N:8]=2)=[CH:4][C:3]=1[N:20]=[C:21]=[O:22].C[O:24][C:25](=O)[CH:26]([NH:28][CH2:29][C:30]([O:32][C:33]([CH3:36])([CH3:35])[CH3:34])=[O:31])[CH3:27], predict the reaction product. The product is: [C:33]([O:32][C:30](=[O:31])[CH2:29][N:28]1[CH:26]([CH3:27])[C:25](=[O:24])[N:20]([C:3]2[CH:4]=[C:5]([CH2:6][C:7]3[C:16]4[C:11](=[CH:12][CH:13]=[CH:14][CH:15]=4)[C:10](=[O:17])[NH:9][N:8]=3)[CH:18]=[CH:19][C:2]=2[F:1])[C:21]1=[O:22])([CH3:35])([CH3:34])[CH3:36]. (2) Given the reactants C(OC([N:8]1[CH2:13][CH2:12][CH:11]([NH:14][C:15]2[N:16]=[CH:17][C:18]3[CH:24]=[C:23]([C:25](=[O:45])[NH:26][C:27]4[CH:32]=[C:31]([C:33](=[O:43])[NH:34][CH2:35][C:36]5[CH:41]=[CH:40][CH:39]=[C:38]([Cl:42])[CH:37]=5)[CH:30]=[CH:29][C:28]=4[Cl:44])[C:22](=[O:46])[NH:21][C:19]=3[N:20]=2)[CH2:10][CH2:9]1)=O)(C)(C)C.Cl, predict the reaction product. The product is: [ClH:42].[Cl:44][C:28]1[CH:29]=[CH:30][C:31]([C:33](=[O:43])[NH:34][CH2:35][C:36]2[CH:41]=[CH:40][CH:39]=[C:38]([Cl:42])[CH:37]=2)=[CH:32][C:27]=1[NH:26][C:25]([C:23]1[C:22](=[O:46])[NH:21][C:19]2[N:20]=[C:15]([NH:14][CH:11]3[CH2:12][CH2:13][NH:8][CH2:9][CH2:10]3)[N:16]=[CH:17][C:18]=2[CH:24]=1)=[O:45]. (3) Given the reactants C([NH:4][C:5]1[CH:25]=[CH:24][C:8]([O:9][C:10]2[N:11]=[C:12]3[C:16](=[CH:17][CH:18]=2)[NH:15][CH:14]([NH:19][C:20](=[O:23])[O:21][CH3:22])[NH:13]3)=[CH:7][CH:6]=1)(=O)C.Cl, predict the reaction product. The product is: [NH2:4][C:5]1[CH:25]=[CH:24][C:8]([O:9][C:10]2[N:11]=[C:12]3[C:16](=[CH:17][CH:18]=2)[NH:15][CH:14]([NH:19][C:20](=[O:23])[O:21][CH3:22])[NH:13]3)=[CH:7][CH:6]=1. (4) Given the reactants Br[C:2]1[N:3]=[C:4]2[CH:10]=[CH:9][N:8]([CH2:11][O:12][CH2:13][CH2:14][Si:15]([CH3:18])([CH3:17])[CH3:16])[C:5]2=[N:6][CH:7]=1.C(=[NH:32])(C1C=CC=CC=1)C1C=CC=CC=1.C([O-])(=O)C.[Na+].Cl.NO, predict the reaction product. The product is: [CH3:16][Si:15]([CH3:18])([CH3:17])[CH2:14][CH2:13][O:12][CH2:11][N:8]1[C:5]2=[N:6][CH:7]=[C:2]([NH2:32])[N:3]=[C:4]2[CH:10]=[CH:9]1.